This data is from Full USPTO retrosynthesis dataset with 1.9M reactions from patents (1976-2016). The task is: Predict the reactants needed to synthesize the given product. (1) The reactants are: [NH2:1][C:2]1[CH:7]=[C:6]([O:8][CH2:9][C:10]2[CH:15]=[CH:14][CH:13]=[CH:12][CH:11]=2)[C:5]([O:16][CH3:17])=[CH:4][C:3]=1[C:18](=[O:20])[CH3:19].C[O-].[Na+].[CH:24](OCC)=O.S(=O)(=O)(O)O. Given the product [CH2:9]([O:8][C:6]1[CH:7]=[C:2]2[C:3]([C:18](=[O:20])[CH:19]=[CH:24][NH:1]2)=[CH:4][C:5]=1[O:16][CH3:17])[C:10]1[CH:15]=[CH:14][CH:13]=[CH:12][CH:11]=1, predict the reactants needed to synthesize it. (2) The reactants are: [O:1]=[C:2]1[C:11]2[C:6](=[CH:7][CH:8]=[CH:9][CH:10]=2)[NH:5][CH:4]=[C:3]1[C:12]([O:14][CH2:15][CH3:16])=[O:13].Br[CH2:18][C:19]1[CH:24]=[CH:23][C:22]([C:25]2[CH:30]=[CH:29][CH:28]=[CH:27][CH:26]=2)=[CH:21][CH:20]=1.[I-].[K+].C(=O)([O-])[O-].[K+].[K+]. Given the product [C:22]1([C:25]2[CH:26]=[CH:27][CH:28]=[CH:29][CH:30]=2)[CH:21]=[CH:20][C:19]([CH2:18][N:5]2[C:6]3[C:11](=[CH:10][CH:9]=[CH:8][CH:7]=3)[C:2](=[O:1])[C:3]([C:12]([O:14][CH2:15][CH3:16])=[O:13])=[CH:4]2)=[CH:24][CH:23]=1, predict the reactants needed to synthesize it. (3) The reactants are: [Cl:1][C:2]1[N:7]=[C:6]([C:8](N(OC)C)=[O:9])[CH:5]=[CH:4][N:3]=1.[CH:14]1([Mg]Br)[CH2:16][CH2:15]1. Given the product [Cl:1][C:2]1[N:7]=[C:6]([C:8]([CH:14]2[CH2:16][CH2:15]2)=[O:9])[CH:5]=[CH:4][N:3]=1, predict the reactants needed to synthesize it. (4) Given the product [CH:29]1([C:9]2[C:8]([C:4]3[CH:5]=[CH:6][CH:7]=[C:2]([N:1]4[CH2:32][CH:33]=[CH:34][C:35]4=[O:37])[CH:3]=3)=[CH:15][C:12]([C:13]#[N:14])=[C:11]([N:16]3[CH2:21][CH2:20][N:19]([C:22](=[O:27])[CH2:23][CH2:24][O:25][CH3:26])[C@H:18]([CH3:28])[CH2:17]3)[N:10]=2)[CH2:31][CH2:30]1, predict the reactants needed to synthesize it. The reactants are: [NH2:1][C:2]1[CH:3]=[C:4]([C:8]2[C:9]([CH:29]3[CH2:31][CH2:30]3)=[N:10][C:11]([N:16]3[CH2:21][CH2:20][N:19]([C:22](=[O:27])[CH2:23][CH2:24][O:25][CH3:26])[C@H:18]([CH3:28])[CH2:17]3)=[C:12]([CH:15]=2)[C:13]#[N:14])[CH:5]=[CH:6][CH:7]=1.[CH3:32][C:33](=O)[CH2:34][C:35](=[O:37])C.